From a dataset of Forward reaction prediction with 1.9M reactions from USPTO patents (1976-2016). Predict the product of the given reaction. (1) The product is: [CH3:18][C:17]1[C:14]([C:4]2[CH:5]=[CH:6][CH:7]=[C:8]([O:9][CH2:10][CH2:11][O:12][CH3:13])[C:3]=2[O:2][CH3:1])=[C:15]([NH2:16])[NH:23][N:22]=1. Given the reactants [CH3:1][O:2][C:3]1[C:8]([O:9][CH2:10][CH2:11][O:12][CH3:13])=[CH:7][CH:6]=[CH:5][C:4]=1[CH:14]([C:17](=O)[CH3:18])[C:15]#[N:16].Cl.Cl.[NH2:22][NH2:23].C(=O)(O)[O-].[Na+], predict the reaction product. (2) The product is: [CH:39]1([NH:35][C:12](=[O:14])[C:11]2[CH:16]=[CH:17][C:18]([CH3:19])=[C:9]([N:4]3[CH:5]=[CH:6][N:7]=[C:2]([NH:21][CH2:22][CH2:23][C:24]4[CH:29]=[CH:28][C:27]([O:30][CH2:47][CH2:46][N:48]5[CH2:51][CH2:52][CH2:50][CH2:49]5)=[CH:26][CH:25]=4)[C:3]3=[O:20])[CH:10]=2)[CH2:37][CH2:38]1. Given the reactants Br[C:2]1[C:3](=[O:20])[N:4]([C:9]2[CH:10]=[C:11]([CH:16]=[CH:17][C:18]=2[CH3:19])[C:12]([O:14]C)=O)[CH:5]=[C:6](Br)[N:7]=1.[NH2:21][CH2:22][CH2:23][C:24]1[CH:29]=[CH:28][C:27]([OH:30])=[CH:26][CH:25]=1.Cl.ClCC[N:35]1[CH2:39][CH2:38][CH2:37]C1.C(=O)([O-])[O-].[Cs+].[Cs+].[CH2:46]([N:48]([CH2:51][CH3:52])[CH2:49][CH3:50])[CH3:47], predict the reaction product. (3) Given the reactants [C:1]1([CH2:7][C@H:8]([NH:22][C:23]([C:25]2[N:26]=[N:27][N:28]([CH2:30][CH2:31][NH:32][C:33](=[O:45])[C:34]3[CH:39]=[CH:38][C:37]([C:40]([F:43])([F:42])[F:41])=[CH:36][C:35]=3[F:44])[CH:29]=2)=[O:24])[B:9]2[O:17][C@H]3[C@](C)([C@H]4C[C@@H](C3)C4(C)C)[O:10]2)[CH:6]=[CH:5][CH:4]=[CH:3][CH:2]=1.C(B(O)O)C(C)C.Cl, predict the reaction product. The product is: [F:44][C:35]1[CH:36]=[C:37]([C:40]([F:41])([F:42])[F:43])[CH:38]=[CH:39][C:34]=1[C:33]([NH:32][CH2:31][CH2:30][N:28]1[CH:29]=[C:25]([C:23]([NH:22][C@H:8]([B:9]([OH:10])[OH:17])[CH2:7][C:1]2[CH:2]=[CH:3][CH:4]=[CH:5][CH:6]=2)=[O:24])[N:26]=[N:27]1)=[O:45]. (4) Given the reactants [Cl:1][C:2]1[CH:7]=[CH:6][C:5]([CH:8]([N:10]2[C:18]3[C:13](=[CH:14][CH:15]=[CH:16][CH:17]=3)[C:12]([C:19]([O:21]CC)=[O:20])=[C:11]2[CH3:24])[CH3:9])=[CH:4][CH:3]=1.[OH-].[K+].Cl, predict the reaction product. The product is: [Cl:1][C:2]1[CH:3]=[CH:4][C:5]([CH:8]([N:10]2[C:18]3[C:13](=[CH:14][CH:15]=[CH:16][CH:17]=3)[C:12]([C:19]([OH:21])=[O:20])=[C:11]2[CH3:24])[CH3:9])=[CH:6][CH:7]=1. (5) Given the reactants Br[C:2]1[CH:7]=[CH:6][C:5]([C:8]([F:11])([F:10])[F:9])=[CH:4][C:3]=1[C:12]([N:14]1[CH2:19][CH2:18][O:17][CH2:16][CH2:15]1)=[O:13].[F:20][C:21]1[CH:26]=[C:25](B2OC(C)(C)C(C)(C)O2)[CH:24]=[CH:23][C:22]=1[C:36]1[CH:37]=[N:38][C:39]([NH2:42])=[N:40][CH:41]=1, predict the reaction product. The product is: [F:20][C:21]1[CH:26]=[C:25]([C:2]2[CH:7]=[CH:6][C:5]([C:8]([F:11])([F:10])[F:9])=[CH:4][C:3]=2[C:12]([N:14]2[CH2:19][CH2:18][O:17][CH2:16][CH2:15]2)=[O:13])[CH:24]=[CH:23][C:22]=1[C:36]1[CH:41]=[N:40][C:39]([NH2:42])=[N:38][CH:37]=1. (6) Given the reactants C[O:2][C@:3]1([C@@H:22]2[CH2:26][S:25][C:24](=[O:27])[N:23]2CC2C=CC(OC)=CC=2)[CH2:18][C@H:17]2[CH2:19][C@@H:5]([CH2:6][CH2:7][CH2:8][CH:9]=[CH:10][CH2:11][CH2:12][C:13]([CH3:21])=[CH:14][C:15](=[O:20])[O:16]2)[O:4]1.CO[C@]1([C@@H]2CSC(=O)N2CC2C=CC(OC)=CC=2)C[C@H]2C[C@@H](CCCC=CCCC(C)=CC(=O)O2)O1, predict the reaction product. The product is: [OH:2][C@:3]1([C@@H:22]2[CH2:26][S:25][C:24](=[O:27])[NH:23]2)[CH2:18][C@H:17]2[CH2:19][C@@H:5]([CH2:6][CH2:7][CH2:8][CH:9]=[CH:10][CH2:11][CH2:12][C:13]([CH3:21])=[CH:14][C:15](=[O:20])[O:16]2)[O:4]1. (7) Given the reactants F[C:2]1[CH:7]=[C:6]([C:8]([F:11])([F:10])[F:9])[CH:5]=[CH:4][C:3]=1[C:12]1[CH:21]=[CH:20][CH:19]=[C:18]2[C:13]=1[CH:14]=[CH:15][C:16]([S:22]([NH:25][C:26]1[CH:31]=[CH:30][N:29]=[CH:28][N:27]=1)(=[O:24])=[O:23])=[CH:17]2.[NH:32]1[CH:36]=[CH:35][N:34]=[CH:33]1.CC(C)([O-])C.[Li+].C(O)(=O)CC(CC(O)=O)(C(O)=O)O, predict the reaction product. The product is: [N:32]1([C:2]2[CH:7]=[C:6]([C:8]([F:10])([F:11])[F:9])[CH:5]=[CH:4][C:3]=2[C:12]2[CH:21]=[CH:20][CH:19]=[C:18]3[C:13]=2[CH:14]=[CH:15][C:16]([S:22]([NH:25][C:26]2[CH:31]=[CH:30][N:29]=[CH:28][N:27]=2)(=[O:23])=[O:24])=[CH:17]3)[CH:36]=[CH:35][N:34]=[CH:33]1.